From a dataset of Forward reaction prediction with 1.9M reactions from USPTO patents (1976-2016). Predict the product of the given reaction. (1) The product is: [NH2:5][C:6]1[CH:11]=[C:10]([C:12]2[C:13]([C:26]3[CH:27]=[C:28]([NH:32][C:33]([NH:35][C:36]4[CH:41]=[CH:40][C:39]([C:42]([F:44])([F:45])[F:43])=[CH:38][CH:37]=4)=[O:34])[CH:29]=[CH:30][CH:31]=3)=[N:14][NH:15][CH:16]=2)[CH:9]=[CH:8][N:7]=1. Given the reactants C([NH:5][C:6]1[CH:11]=[C:10]([C:12]2[C:13]([C:26]3[CH:27]=[C:28]([NH:32][C:33]([NH:35][C:36]4[CH:41]=[CH:40][C:39]([C:42]([F:45])([F:44])[F:43])=[CH:38][CH:37]=4)=[O:34])[CH:29]=[CH:30][CH:31]=3)=[N:14][N:15](CC3C=CC(OC)=CC=3)[CH:16]=2)[CH:9]=[CH:8][N:7]=1)(C)(C)C.O.C([O-])(O)=O.[Na+], predict the reaction product. (2) Given the reactants [N+:1]([C:4]1[CH:9]=[CH:8][C:7]([C:10]2[CH:15]=[CH:14][C:13]([C:16](=[O:32])[CH2:17][CH:18]([CH2:24][CH2:25][C:26]3[CH:31]=[CH:30][CH:29]=[CH:28][CH:27]=3)[C:19]([O:21][CH2:22][CH3:23])=[O:20])=[CH:12][CH:11]=2)=[CH:6][CH:5]=1)([O-])=O.Cl, predict the reaction product. The product is: [NH2:1][C:4]1[CH:5]=[CH:6][C:7]([C:10]2[CH:15]=[CH:14][C:13]([C:16](=[O:32])[CH2:17][CH:18]([CH2:24][CH2:25][C:26]3[CH:27]=[CH:28][CH:29]=[CH:30][CH:31]=3)[C:19]([O:21][CH2:22][CH3:23])=[O:20])=[CH:12][CH:11]=2)=[CH:8][CH:9]=1. (3) The product is: [CH3:1][C:2]1[N:3]=[CH:4][C:5]([CH:8]=[CH:9][N+:10]([O-:12])=[O:11])=[CH:6][N:7]=1. Given the reactants [CH3:1][C:2]1[N:7]=[CH:6][C:5]([CH:8](O)[CH2:9][N+:10]([O-:12])=[O:11])=[CH:4][N:3]=1.CC(OC(C)=O)=O, predict the reaction product.